Dataset: Full USPTO retrosynthesis dataset with 1.9M reactions from patents (1976-2016). Task: Predict the reactants needed to synthesize the given product. (1) Given the product [OH:7][CH:4]1[CH2:5][CH2:6][N:1]([C:13]([O:12][C:9]([CH3:11])([CH3:10])[CH3:8])=[O:14])[CH2:2][CH2:3]1, predict the reactants needed to synthesize it. The reactants are: [NH:1]1[CH2:6][CH2:5][CH:4]([OH:7])[CH2:3][CH2:2]1.[CH3:8][C:9]([O:12][C:13](O[C:13]([O:12][C:9]([CH3:11])([CH3:10])[CH3:8])=[O:14])=[O:14])([CH3:11])[CH3:10].CCN(CC)CC. (2) The reactants are: [O:1]=[C:2]1[C:11]2[C:6](=[CH:7][CH:8]=[CH:9][CH:10]=2)[C:5]([CH2:12][C:13]2[CH:14]=[C:15]([CH:19]=[CH:20][CH:21]=2)[C:16]([OH:18])=O)=[N:4][NH:3]1.[N:22]1(C(OC(C)(C)C)=O)[CH2:27][CH2:26][NH:25][CH2:24][CH2:23]1.F[P-](F)(F)(F)(F)F.N1(OC(N(C)C)=[N+](C)C)C2C=CC=CC=2N=N1.C(N(CC)C(C)C)(C)C. Given the product [N:22]1([C:16]([C:15]2[CH:14]=[C:13]([CH:21]=[CH:20][CH:19]=2)[CH2:12][C:5]2[C:6]3[C:11](=[CH:10][CH:9]=[CH:8][CH:7]=3)[C:2](=[O:1])[NH:3][N:4]=2)=[O:18])[CH2:27][CH2:26][NH:25][CH2:24][CH2:23]1, predict the reactants needed to synthesize it. (3) Given the product [C:5]([O:8][CH2:9][C:10]([CH3:40])([CH3:39])[CH2:11][N:12]1[C:18]2[CH:19]=[CH:20][C:21]([Cl:23])=[CH:22][C:17]=2[C@@H:16]([C:24]2[CH:29]=[CH:28][CH:27]=[C:26]([O:30][CH3:31])[C:25]=2[O:32][CH3:33])[O:15][C@H:14]([CH2:34][C:35]([NH:46][C:47]2[CH:48]=[C:49]([CH2:57][CH2:58][C:59]([O:61][CH2:62][CH3:63])=[O:60])[C:50]3[CH2:51][CH2:52][CH2:53][CH2:54][C:55]=3[CH:56]=2)=[O:36])[C:13]1=[O:38])(=[O:7])[CH3:6], predict the reactants needed to synthesize it. The reactants are: S(Cl)(Cl)=O.[C:5]([O:8][CH2:9][C:10]([CH3:40])([CH3:39])[CH2:11][N:12]1[C:18]2[CH:19]=[CH:20][C:21]([Cl:23])=[CH:22][C:17]=2[C@@H:16]([C:24]2[CH:29]=[CH:28][CH:27]=[C:26]([O:30][CH3:31])[C:25]=2[O:32][CH3:33])[O:15][C@H:14]([CH2:34][C:35](O)=[O:36])[C:13]1=[O:38])(=[O:7])[CH3:6].CN(C)C=O.[NH2:46][C:47]1[CH:48]=[C:49]([CH2:57][CH2:58][C:59]([O:61][CH2:62][CH3:63])=[O:60])[C:50]2[CH2:51][CH2:52][CH2:53][CH2:54][C:55]=2[CH:56]=1. (4) Given the product [CH3:7][N:6]([CH3:8])[C:5]1[CH:9]=[CH:10][C:2]2[C:1](=[O:35])[C:12]3[C:13]([Si:27]([CH3:31])([CH3:30])[C:3]=2[CH:4]=1)=[CH:14][C:15]([N:16]([CH3:18])[CH3:17])=[CH:19][CH:20]=3, predict the reactants needed to synthesize it. The reactants are: [CH2:1]([C:12]1[CH:20]=[CH:19][C:15]([N:16]([CH3:18])[CH3:17])=[CH:14][C:13]=1Br)[C:2]1[CH:10]=[CH:9][C:5]([N:6]([CH3:8])[CH3:7])=[CH:4][C:3]=1Br.[Li]C(CC)C.[Si:27]([CH3:31])([CH3:30])(Cl)Cl.C1(Cl)C(=O)C(Cl)=C(Cl)C(=[O:35])C=1Cl.C(=O)(O)[O-].C([NH+](CC)CC)C. (5) Given the product [Br:2][CH2:14][C:12]1[CH:13]=[C:8]([O:7][CH2:5][CH3:6])[C:9]([C:19]2[CH:24]=[CH:23][C:22]([F:25])=[CH:21][CH:20]=2)=[C:10]([O:16][CH2:17][CH3:18])[CH:11]=1, predict the reactants needed to synthesize it. The reactants are: P(Br)(Br)[Br:2].[CH2:5]([O:7][C:8]1[CH:13]=[C:12]([CH2:14]O)[CH:11]=[C:10]([O:16][CH2:17][CH3:18])[C:9]=1[C:19]1[CH:24]=[CH:23][C:22]([F:25])=[CH:21][CH:20]=1)[CH3:6].C1(C)C=CC=CC=1. (6) Given the product [Cl:1][C:2]1[CH:11]=[C:10]2[C:9](=[CH:4][CH:3]=1)[CH:8]=[C:7]([S:12]([N:15]([CH3:31])[C@H:16]1[CH2:20][CH2:19][N:18]([C@H:21]([CH3:29])[C:22]([N:61]3[CH2:66][CH2:65][CH2:64][CH:63]([NH:67][C:68](=[O:75])[C:69]4[CH:70]=[CH:71][CH:72]=[CH:73][CH:74]=4)[CH2:62]3)=[O:23])[C:17]1=[O:30])(=[O:13])=[O:14])[CH:6]=[CH:5]2, predict the reactants needed to synthesize it. The reactants are: [Cl:1][C:2]1[CH:3]=[C:4]2[C:9](=[CH:10][CH:11]=1)[CH:8]=[C:7]([S:12]([N:15]([CH3:31])[C@H:16]1[CH2:20][CH2:19][N:18]([C@H:21]([CH3:29])[C:22](OC(C)(C)C)=[O:23])[C:17]1=[O:30])(=[O:14])=[O:13])[CH:6]=[CH:5]2.FC(F)(F)C(O)=O.Cl.CN(C)CCCN=C=NCC.C1C=CC2N(O)N=NC=2C=1.[NH:61]1[CH2:66][CH2:65][CH2:64][CH:63]([NH:67][C:68](=[O:75])[C:69]2[CH:74]=[CH:73][CH:72]=[CH:71][CH:70]=2)[CH2:62]1. (7) Given the product [C:8]([O:11][C@@H:12]1[C@@H:17]([O:18][C:19](=[O:21])[CH3:20])[C@H:16]([O:22][C:23](=[O:25])[CH3:24])[C@@H:15]([CH2:26][O:27][C:28](=[O:30])[CH3:29])[O:14][C@H:13]1[C:31]1[NH:35][N:34]([CH2:42][C:41]2[CH:44]=[CH:45][C:38]([CH2:36][CH3:37])=[CH:39][CH:40]=2)[NH:33][N:32]=1)(=[O:10])[CH3:9], predict the reactants needed to synthesize it. The reactants are: C(N(CC)CC)C.[C:8]([O:11][C@@H:12]1[C@@H:17]([O:18][C:19](=[O:21])[CH3:20])[C@H:16]([O:22][C:23](=[O:25])[CH3:24])[C@@H:15]([CH2:26][O:27][C:28](=[O:30])[CH3:29])[O:14][C@H:13]1[C:31]1[NH:35][N:34]=[N:33][N:32]=1)(=[O:10])[CH3:9].[CH2:36]([C:38]1[CH:45]=[CH:44][C:41]([CH2:42]Br)=[CH:40][CH:39]=1)[CH3:37].O.